From a dataset of Forward reaction prediction with 1.9M reactions from USPTO patents (1976-2016). Predict the product of the given reaction. (1) Given the reactants Cl.[NH2:2][CH2:3][C:4]([C:6]1[CH:11]=[CH:10][C:9]([O:12][C:13]([F:16])([F:15])[F:14])=[CH:8][CH:7]=1)=[O:5].Cl[C:18](=[O:24])[C:19]([O:21][CH2:22][CH3:23])=[O:20].CCN(CC)CC, predict the reaction product. The product is: [O:24]=[C:18]([NH:2][CH2:3][C:4](=[O:5])[C:6]1[CH:7]=[CH:8][C:9]([O:12][C:13]([F:14])([F:15])[F:16])=[CH:10][CH:11]=1)[C:19]([O:21][CH2:22][CH3:23])=[O:20]. (2) Given the reactants [CH3:1][O:2][C:3](=[O:19])[CH:4]([CH2:10][C:11]1[CH:16]=[CH:15][C:14]([OH:17])=[CH:13][C:12]=1[CH3:18])[CH2:5][CH2:6][CH2:7][CH2:8][CH3:9].[CH:20]1([CH:23]([C:25]2[S:29][C:28]([C:30]3[CH:35]=[CH:34][C:33]([C:36]([F:39])([F:38])[F:37])=[CH:32][CH:31]=3)=[N:27][C:26]=2[CH3:40])O)[CH2:22][CH2:21]1.C(P(CCCC)CCCC)CCC.CN(C)C(N=NC(N(C)C)=O)=O, predict the reaction product. The product is: [CH3:1][O:2][C:3](=[O:19])[CH:4]([CH2:10][C:11]1[CH:16]=[CH:15][C:14]([O:17][CH:23]([CH:20]2[CH2:21][CH2:22]2)[C:25]2[S:29][C:28]([C:30]3[CH:31]=[CH:32][C:33]([C:36]([F:38])([F:39])[F:37])=[CH:34][CH:35]=3)=[N:27][C:26]=2[CH3:40])=[CH:13][C:12]=1[CH3:18])[CH2:5][CH2:6][CH2:7][CH2:8][CH3:9]. (3) Given the reactants [CH3:1][O:2][C:3]1[CH:4]=[C:5]([NH:15][C:16]2[N:21]=[C:20]([CH2:22][C:23]([O:25]CC)=O)[CH:19]=[C:18]([CH2:28][O:29][CH2:30][C:31]([F:34])([F:33])[F:32])[N:17]=2)[CH:6]=[CH:7][C:8]=1[N:9]1[CH:13]=[C:12]([CH3:14])[N:11]=[CH:10]1.[C-]#[N:36].[K+].O, predict the reaction product. The product is: [CH3:1][O:2][C:3]1[CH:4]=[C:5]([NH:15][C:16]2[N:21]=[C:20]([CH2:22][C:23]([NH2:36])=[O:25])[CH:19]=[C:18]([CH2:28][O:29][CH2:30][C:31]([F:33])([F:34])[F:32])[N:17]=2)[CH:6]=[CH:7][C:8]=1[N:9]1[CH:13]=[C:12]([CH3:14])[N:11]=[CH:10]1. (4) Given the reactants Cl[C:2]1[C:11]([O:12][CH2:13][CH:14]([CH3:16])[CH3:15])=[CH:10][C:5]([C:6]([O:8][CH3:9])=[O:7])=[CH:4][N:3]=1.[F:17][C:18]1[CH:23]=[CH:22][C:21]([O:24][CH3:25])=[CH:20][C:19]=1B(O)O.C1(P(C2CCCCC2)C2C=CC=CC=2C2C(OC)=CC=CC=2OC)CCCCC1.C(=O)([O-])[O-].[Na+].[Na+], predict the reaction product. The product is: [F:17][C:18]1[CH:23]=[CH:22][C:21]([O:24][CH3:25])=[CH:20][C:19]=1[C:2]1[C:11]([O:12][CH2:13][CH:14]([CH3:16])[CH3:15])=[CH:10][C:5]([C:6]([O:8][CH3:9])=[O:7])=[CH:4][N:3]=1. (5) Given the reactants [CH2:1]([O:3][CH2:4][C:5]1[N:6]([NH:18][CH:19]([CH3:21])[CH3:20])[C:7]2[C:16]3[CH:15]=[CH:14][CH:13]=[CH:12][C:11]=3[N:10]=[CH:9][C:8]=2[N:17]=1)[CH3:2].C1C=C(Cl)C=C(C(OO)=[O:30])C=1, predict the reaction product. The product is: [CH2:1]([O:3][CH2:4][C:5]1[N:6]([NH:18][CH:19]([CH3:20])[CH3:21])[C:7]2[C:16]3[CH:15]=[CH:14][CH:13]=[CH:12][C:11]=3[N+:10]([O-:30])=[CH:9][C:8]=2[N:17]=1)[CH3:2]. (6) Given the reactants [O:1]1[CH2:6][CH2:5][CH2:4][O:3][CH:2]1[CH2:7][CH2:8][Mg]Br.[NH2:11][C:12]1[N:13]=[C:14]([C:23]2[CH:28]=[CH:27][C:26]([Cl:29])=[CH:25][C:24]=2[Cl:30])[C:15]2[CH:20]=[C:19]([CH:21]=[O:22])[S:18][C:16]=2[N:17]=1.[Cl-].[NH4+], predict the reaction product. The product is: [NH2:11][C:12]1[N:13]=[C:14]([C:23]2[CH:28]=[CH:27][C:26]([Cl:29])=[CH:25][C:24]=2[Cl:30])[C:15]2[CH:20]=[C:19]([CH:21]([OH:22])[CH2:8][CH2:7][CH:2]3[O:3][CH2:4][CH2:5][CH2:6][O:1]3)[S:18][C:16]=2[N:17]=1.